This data is from Catalyst prediction with 721,799 reactions and 888 catalyst types from USPTO. The task is: Predict which catalyst facilitates the given reaction. (1) Reactant: Cl[C:2]1[CH:3]=[C:4]([CH:25]=[CH:26][N:27]=1)[C:5]([NH:7][C:8]1[S:9][C:10]2[C:16]([N:17]3[CH2:22][CH2:21][O:20][CH2:19][CH2:18]3)=[CH:15][CH:14]=[C:13]([O:23][CH3:24])[C:11]=2[N:12]=1)=[O:6].[H-].[Na+].[CH3:30][OH:31]. Product: [CH3:30][O:31][C:2]1[CH:3]=[C:4]([CH:25]=[CH:26][N:27]=1)[C:5]([NH:7][C:8]1[S:9][C:10]2[C:16]([N:17]3[CH2:22][CH2:21][O:20][CH2:19][CH2:18]3)=[CH:15][CH:14]=[C:13]([O:23][CH3:24])[C:11]=2[N:12]=1)=[O:6]. The catalyst class is: 887. (2) Reactant: CN1CCOCC1.[CH:8]1([CH2:13][C@H:14]([CH2:35][N:36]([CH:45]=[O:46])[O:37][CH2:38][C:39]2[CH:44]=[CH:43][CH:42]=[CH:41][CH:40]=2)[C:15]([N:17]2[C@H:21]([C:22]([OH:24])=O)[CH2:20][CH2:19][N:18]2[C:25]([O:27][CH2:28][C:29]2[CH:34]=[CH:33][CH:32]=[CH:31][CH:30]=2)=[O:26])=[O:16])[CH2:12][CH2:11][CH2:10][CH2:9]1.COC1N=C(OC)N=C([N+]2(C)CCOCC2)N=1.[CH3:64][N:65]([CH3:78])[C@H:66]1[CH2:70][CH2:69][N:68]([C:71]2[N:76]=[C:75]([NH2:77])[CH:74]=[CH:73][N:72]=2)[CH2:67]1. Product: [CH:8]1([CH2:13][C@H:14]([CH2:35][N:36]([CH:45]=[O:46])[O:37][CH2:38][C:39]2[CH:40]=[CH:41][CH:42]=[CH:43][CH:44]=2)[C:15]([N:17]2[C@H:21]([C:22]([NH:77][C:75]3[CH:74]=[CH:73][N:72]=[C:71]([N:68]4[CH2:69][CH2:70][C@H:66]([N:65]([CH3:78])[CH3:64])[CH2:67]4)[N:76]=3)=[O:24])[CH2:20][CH2:19][N:18]2[C:25]([O:27][CH2:28][C:29]2[CH:34]=[CH:33][CH:32]=[CH:31][CH:30]=2)=[O:26])=[O:16])[CH2:12][CH2:11][CH2:10][CH2:9]1. The catalyst class is: 291. (3) Reactant: C1(C[O:8][C:9]2[C:18]3[C:13](=[CH:14][CH:15]=[CH:16][CH:17]=3)[C:12]([C:19]#[N:20])=[N:11][CH:10]=2)C=CC=CC=1.[ClH:21].[H][H]. Product: [ClH:21].[ClH:21].[NH2:20][CH2:19][C:12]1[C:13]2[C:18](=[CH:17][CH:16]=[CH:15][CH:14]=2)[C:9]([OH:8])=[CH:10][N:11]=1. The catalyst class is: 19. (4) Product: [Cl:1][C:2]1[CH:11]=[C:10]2[C:5]([CH:6]=[C:7]([NH:12][C:17]([C@@H:15]3[CH2:16][C@@H:14]3[F:13])=[O:18])[N:8]=[CH:9]2)=[CH:4][N:3]=1. The catalyst class is: 42. Reactant: [Cl:1][C:2]1[CH:11]=[C:10]2[C:5]([CH:6]=[C:7]([NH2:12])[N:8]=[CH:9]2)=[CH:4][N:3]=1.[F:13][C@H:14]1[CH2:16][C@H:15]1[C:17](O)=[O:18].CN(C(ON1N=NC2C=CC=NC1=2)=[N+](C)C)C.F[P-](F)(F)(F)(F)F.C(N(CC)C(C)C)(C)C. (5) Reactant: [C:1]1([C:7]#[CH:8])[CH:6]=[CH:5][CH:4]=[CH:3][CH:2]=1.C([Li])CCC.CCCCCC.[F:20][C:21]([F:28])([F:27])[C:22](OCC)=[O:23].[Cl-].[NH4+]. Product: [F:20][C:21]([F:28])([F:27])[C:22](=[O:23])[C:8]#[C:7][C:1]1[CH:6]=[CH:5][CH:4]=[CH:3][CH:2]=1. The catalyst class is: 90. (6) Reactant: [C:1](#[N:10])[CH:2]=[CH:3][C:4]1[CH:9]=[CH:8][CH:7]=[CH:6][CH:5]=1.[C:11]([O:19][CH2:20][CH3:21])(=[O:18])[CH2:12][C:13]([O:15][CH2:16][CH3:17])=[O:14]. Product: [C:1]([CH2:2][CH:3]([C:4]1[CH:9]=[CH:8][CH:7]=[CH:6][CH:5]=1)[CH:12]([C:13]([O:15][CH2:16][CH3:17])=[O:14])[C:11]([O:19][CH2:20][CH3:21])=[O:18])#[N:10]. The catalyst class is: 11. (7) Reactant: [H-].[Na+].[CH3:3][S:4]([NH2:7])(=[O:6])=[O:5].F[C:9]1[C:10]([CH3:29])=[N:11][C:12]2[C:17]([N:18]=1)=[C:16]([C:19]1[NH:27][C:26]3[CH2:25][CH2:24][NH:23][C:22](=[O:28])[C:21]=3[CH:20]=1)[CH:15]=[CH:14][CH:13]=2.[C:30]([OH:36])([C:32]([F:35])([F:34])[F:33])=[O:31]. Product: [F:33][C:32]([F:35])([F:34])[C:30]([OH:36])=[O:31].[CH3:29][C:10]1[C:9]([NH:7][S:4]([CH3:3])(=[O:6])=[O:5])=[N:18][C:17]2[C:12]([N:11]=1)=[CH:13][CH:14]=[CH:15][C:16]=2[C:19]1[NH:27][C:26]2[CH2:25][CH2:24][NH:23][C:22](=[O:28])[C:21]=2[CH:20]=1. The catalyst class is: 623.